Dataset: Forward reaction prediction with 1.9M reactions from USPTO patents (1976-2016). Task: Predict the product of the given reaction. (1) Given the reactants CC1C(C2C3C(=CC(F)=CC=3)N(S(C3C=CC=CC=3)(=O)=O)C=2)=C(C)NN=1.[F:27][C:28]1[CH:36]=[C:35]2[C:31]([C:32]([C:37]3[CH:38]=[N:39][N:40]([CH:42]4[CH2:47][CH2:46][N:45]([C:48](=[O:58])[CH2:49][NH:50]C(=O)OC(C)(C)C)[CH2:44][CH2:43]4)[CH:41]=3)=[CH:33][NH:34]2)=[CH:30][CH:29]=1, predict the reaction product. The product is: [NH2:50][CH2:49][C:48]([N:45]1[CH2:46][CH2:47][CH:42]([N:40]2[CH:41]=[C:37]([C:32]3[C:31]4[C:35](=[CH:36][C:28]([F:27])=[CH:29][CH:30]=4)[NH:34][CH:33]=3)[CH:38]=[N:39]2)[CH2:43][CH2:44]1)=[O:58]. (2) Given the reactants [Cl-:1].[NH2:2][C:3]1[CH:25]=[CH:24][C:6]([NH:7][C:8]([C:10]2[CH:11]=[C:12]([CH:21]=[CH:22][CH:23]=2)[NH:13][C:14]2[CH:19]=[CH:18][N+](C)=CC=2)=[O:9])=[CH:5][CH:4]=1.O.[Cl:27][C:28]1[C:37]2[C:32](=[CH:33][CH:34]=[CH:35][CH:36]=2)[N:31]=[CH:30][CH:29]=1.Cl, predict the reaction product. The product is: [Cl-:27].[Cl-:1].[CH3:8][N:7]1[CH:6]=[CH:5][CH2+:18]=[CH:19][CH:14]1[NH:13][C:12]1[CH:11]=[C:10]([CH:23]=[CH:22][CH:21]=1)[C:8]([NH:7][C:6]1[CH:5]=[CH:4][C:3]([NH:2][C:28]2[C:37]3[C:32](=[CH:33][CH:34]=[CH:35][CH:36]=3)[NH+:31]=[CH:30][CH:29]=2)=[CH:25][CH:24]=1)=[O:9]. (3) Given the reactants [NH2:1][CH:2]1[C:8](=[O:9])[NH:7][C:6]2[CH:10]=[CH:11][CH:12]=[CH:13][C:5]=2[C:4]([C:14]2[CH:19]=[CH:18][N:17]=[C:16]([O:20][CH3:21])[CH:15]=2)=[N:3]1.[Cl:22][C:23]1[CH:24]=[C:25]([CH2:30][C@H:31]([CH3:35])[C:32](O)=[O:33])[CH:26]=[CH:27][C:28]=1[Cl:29], predict the reaction product. The product is: [Cl:22][C:23]1[CH:24]=[C:25]([CH2:30][C@H:31]([CH3:35])[C:32]([NH:1][CH:2]2[C:8](=[O:9])[NH:7][C:6]3[CH:10]=[CH:11][CH:12]=[CH:13][C:5]=3[C:4]([C:14]3[CH:19]=[CH:18][N:17]=[C:16]([O:20][CH3:21])[CH:15]=3)=[N:3]2)=[O:33])[CH:26]=[CH:27][C:28]=1[Cl:29]. (4) Given the reactants [NH:1]([C:3](=O)[CH:4]([NH:6][C:7]([C:9]1[S:10][CH:11]=[CH:12][CH:13]=1)=[O:8])[CH3:5])[NH2:2].[C:15]([C:17]1[CH:22]=[CH:21][N:20]=[CH:19][CH:18]=1)#[N:16].C([O-])([O-])=O.[K+].[K+], predict the reaction product. The product is: [N:20]1[CH:21]=[CH:22][C:17]([C:15]2[N:16]=[C:3]([CH:4]([NH:6][C:7]([C:9]3[S:10][CH:11]=[CH:12][CH:13]=3)=[O:8])[CH3:5])[NH:1][N:2]=2)=[CH:18][CH:19]=1.